From a dataset of Reaction yield outcomes from USPTO patents with 853,638 reactions. Predict the reaction yield, written as a fraction of the theoretical maximum amount of product (1.0 means a 100% yield; for example, 0.34 means a 34% yield). (1) The reactants are [NH:1]1[CH2:4][CH:3]([NH:5][C:6](=[O:20])[C:7]2[CH:12]=[CH:11][C:10]([C:13]3[CH:18]=[CH:17][CH:16]=[C:15]([F:19])[CH:14]=3)=[N:9][CH:8]=2)[CH2:2]1.CCN(C(C)C)C(C)C.[C:30](Cl)(=[O:35])[C:31]([CH3:34])([CH3:33])[CH3:32]. The catalyst is CN(C=O)C.C(OCC)(=O)C.O. The product is [CH3:32][C:31]([CH3:34])([CH3:33])[C:30]([N:1]1[CH2:4][CH:3]([NH:5][C:6](=[O:20])[C:7]2[CH:12]=[CH:11][C:10]([C:13]3[CH:18]=[CH:17][CH:16]=[C:15]([F:19])[CH:14]=3)=[N:9][CH:8]=2)[CH2:2]1)=[O:35]. The yield is 0.860. (2) The reactants are Cl.CN(C)CCCN=C=NCC.[C:13]1([CH2:19][O:20][C:21]2[CH:29]=[CH:28][CH:27]=[CH:26][C:22]=2[C:23]([OH:25])=O)[CH:18]=[CH:17][CH:16]=[CH:15][CH:14]=1.ON1C2C=CC=CC=2N=N1.[CH2:40]([CH2:42][NH2:43])[OH:41]. The catalyst is C1COCC1. The product is [OH:41][CH2:40][CH2:42][NH:43][C:23]([C:22]1[CH:26]=[CH:27][CH:28]=[CH:29][C:21]=1[O:20][CH2:19][C:13]1[CH:14]=[CH:15][CH:16]=[CH:17][CH:18]=1)=[O:25]. The yield is 1.00. (3) The reactants are CS(C)=O.C(Cl)(=O)C(Cl)=O.[C:11]1([S:17]([C:20]([CH3:32])([CH3:31])[CH2:21][CH2:22][CH2:23][N:24]2[CH2:29][CH2:28][CH2:27][CH:26]([OH:30])[CH2:25]2)(=[O:19])=[O:18])[CH:16]=[CH:15][CH:14]=[CH:13][CH:12]=1.C(N(CC)CC)C. The catalyst is ClCCl. The product is [C:11]1([S:17]([C:20]([CH3:32])([CH3:31])[CH2:21][CH2:22][CH2:23][N:24]2[CH2:29][CH2:28][CH2:27][C:26](=[O:30])[CH2:25]2)(=[O:18])=[O:19])[CH:12]=[CH:13][CH:14]=[CH:15][CH:16]=1. The yield is 0.800. (4) The reactants are [NH:1]1[CH2:6][CH2:5][CH2:4][CH2:3][CH2:2]1.[CH3:7][O:8][C:9]1[CH:16]=[CH:15][CH:14]=[CH:13][C:10]=1[CH:11]=O.C([Cl:20])(=O)C. No catalyst specified. The product is [Cl-:20].[CH3:7][O:8][C:9]1[CH:16]=[CH:15][CH:14]=[CH:13][C:10]=1[CH:11]=[N+:1]1[CH2:6][CH2:5][CH2:4][CH2:3][CH2:2]1. The yield is 0.620.